This data is from Full USPTO retrosynthesis dataset with 1.9M reactions from patents (1976-2016). The task is: Predict the reactants needed to synthesize the given product. (1) Given the product [C:33]1([O:32][C:30](=[O:31])[NH:1][C:2]2[CH:7]=[CH:6][C:5]([S:8][C:9]3[CH:14]=[CH:13][CH:12]=[C:11]([C:15]4([C:21]#[N:22])[CH2:20][CH2:19][O:18][CH2:17][CH2:16]4)[CH:10]=3)=[CH:4][CH:3]=2)[CH:38]=[CH:37][CH:36]=[CH:35][CH:34]=1, predict the reactants needed to synthesize it. The reactants are: [NH2:1][C:2]1[CH:7]=[CH:6][C:5]([S:8][C:9]2[CH:10]=[C:11]([C:15]3([C:21]#[N:22])[CH2:20][CH2:19][O:18][CH2:17][CH2:16]3)[CH:12]=[CH:13][CH:14]=2)=[CH:4][CH:3]=1.N1C=CC=CC=1.Cl[C:30]([O:32][C:33]1[CH:38]=[CH:37][CH:36]=[CH:35][CH:34]=1)=[O:31]. (2) Given the product [Cl:14][C:5]1[CH:6]=[CH:7][CH:8]=[C:9]2[C:4]=1[N:3]=[C:2]([C:23]1[CH:22]=[N:21][CH:26]=[CH:25][CH:24]=1)[C:11]([CH:12]=[O:13])=[CH:10]2, predict the reactants needed to synthesize it. The reactants are: Cl[C:2]1[C:11]([CH:12]=[O:13])=[CH:10][C:9]2[C:4](=[C:5]([Cl:14])[CH:6]=[CH:7][CH:8]=2)[N:3]=1.C([O-])([O-])=O.[Na+].[Na+].[N:21]1[CH:26]=[CH:25][CH:24]=[C:23](B(O)O)[CH:22]=1.